Task: Predict the product of the given reaction.. Dataset: Forward reaction prediction with 1.9M reactions from USPTO patents (1976-2016) (1) Given the reactants C([O:8][C:9]1[CH:18]=[C:17]2[C:12]([C:13]3[N:22]4[CH2:23][CH2:24][N:25]([S:27]([CH3:30])(=[O:29])=[O:28])[CH2:26][C:21]4=[N:20][C:14]=3[C:15]([NH2:19])=[N:16]2)=[CH:11][CH:10]=1)C1C=CC=CC=1, predict the reaction product. The product is: [NH2:19][C:15]1[C:14]2[N:20]=[C:21]3[CH2:26][N:25]([S:27]([CH3:30])(=[O:29])=[O:28])[CH2:24][CH2:23][N:22]3[C:13]=2[C:12]2[C:17](=[CH:18][C:9]([OH:8])=[CH:10][CH:11]=2)[N:16]=1. (2) Given the reactants C(N(CC)C(C)C)(C)C.[F:10][C:11]1[CH:19]=[C:18]2[C:14]([C:15]([C:21]3[N:22]=[C:23]4[C:29]([C:30](O)=[O:31])=[CH:28][N:27]([CH2:33][O:34][CH2:35][CH2:36][Si:37]([CH3:40])([CH3:39])[CH3:38])[C:24]4=[N:25][CH:26]=3)=[N:16][N:17]2[CH3:20])=[CH:13][CH:12]=1.CN(C(ON1N=NC2C=CC=NC1=2)=[N+](C)C)C.F[P-](F)(F)(F)(F)F.O.FC(F)(F)C(O)=O.[F:73][C:74]([F:79])([CH3:78])[C@H:75]([NH2:77])[CH3:76], predict the reaction product. The product is: [F:73][C:74]([F:79])([CH3:78])[C@H:75]([NH:77][C:30]([C:29]1[C:23]2[C:24](=[N:25][CH:26]=[C:21]([C:15]3[C:14]4[C:18](=[CH:19][C:11]([F:10])=[CH:12][CH:13]=4)[N:17]([CH3:20])[N:16]=3)[N:22]=2)[N:27]([CH2:33][O:34][CH2:35][CH2:36][Si:37]([CH3:40])([CH3:39])[CH3:38])[CH:28]=1)=[O:31])[CH3:76].